Dataset: Forward reaction prediction with 1.9M reactions from USPTO patents (1976-2016). Task: Predict the product of the given reaction. (1) The product is: [F:43][C:40]1[CH:39]=[CH:38][C:37]([CH2:36][N:33]2[C:34](=[O:35])[C:30]3[C:31](=[C:22]([C:20]([NH:19][CH2:18][CH2:17][P:8]([OH:10])([O:7][CH:5]([CH3:6])[C:4]([OH:45])=[O:3])=[O:9])=[O:21])[C:23]4[CH:24]=[CH:25][CH:26]=[N:27][C:28]=4[C:29]=3[OH:44])[CH2:32]2)=[CH:42][CH:41]=1. Given the reactants C([O:3][C:4](=[O:45])[CH:5]([O:7][P:8]([CH2:17][CH2:18][NH:19][C:20]([C:22]1[C:23]2[CH:24]=[CH:25][CH:26]=[N:27][C:28]=2[C:29]([OH:44])=[C:30]2[C:34](=[O:35])[N:33]([CH2:36][C:37]3[CH:42]=[CH:41][C:40]([F:43])=[CH:39][CH:38]=3)[CH2:32][C:31]=12)=[O:21])([O:10]C1C=CC=CC=1)=[O:9])[CH3:6])C.O.[OH-].[Na+], predict the reaction product. (2) Given the reactants Cl.[NH2:2][CH2:3][CH2:4][CH2:5][CH2:6][NH:7][C:8]([C@@H:10]([NH:15][C:16]([C:18]1[S:19][C:20]2[CH:26]=[CH:25][CH:24]=[CH:23][C:21]=2[CH:22]=1)=[O:17])[CH2:11][CH:12]([CH3:14])[CH3:13])=[O:9].[F:27][C:28]1[CH:33]=[C:32]([F:34])[CH:31]=[CH:30][C:29]=1[S:35](Cl)(=[O:37])=[O:36].CCN(CC)CC, predict the reaction product. The product is: [F:27][C:28]1[CH:33]=[C:32]([F:34])[CH:31]=[CH:30][C:29]=1[S:35]([NH:2][CH2:3][CH2:4][CH2:5][CH2:6][NH:7][C:8]([C@@H:10]([NH:15][C:16]([C:18]1[S:19][C:20]2[CH:26]=[CH:25][CH:24]=[CH:23][C:21]=2[CH:22]=1)=[O:17])[CH2:11][CH:12]([CH3:13])[CH3:14])=[O:9])(=[O:37])=[O:36]. (3) Given the reactants Cl[C:2]1[C:3]([N+:9]([O-:11])=[O:10])=[C:4]([NH2:8])[CH:5]=[CH:6][CH:7]=1.[CH3:12][N:13]1[CH2:18][CH2:17][NH:16][CH2:15][CH2:14]1, predict the reaction product. The product is: [CH3:12][N:13]1[CH2:18][CH2:17][N:16]([C:2]2[C:3]([N+:9]([O-:11])=[O:10])=[C:4]([NH2:8])[CH:5]=[CH:6][CH:7]=2)[CH2:15][CH2:14]1. (4) Given the reactants [CH:1]1([C:4]2[N:5]=[C:6]3[CH:11]=[CH:10][C:9]([N+:12]([O-])=O)=[CH:8][N:7]3[C:15]=2[CH3:16])[CH2:3][CH2:2]1.[F:17][C:18]1[CH:23]=[CH:22][C:21]([C:24]2[CH:32]=[CH:31][C:27]([C:28](O)=[O:29])=[CH:26][N:25]=2)=[CH:20][CH:19]=1.[ClH:33].C(OCC)(=O)C, predict the reaction product. The product is: [ClH:33].[CH:1]1([C:4]2[N:5]=[C:6]3[CH:11]=[CH:10][C:9]([NH:12][C:28](=[O:29])[C:27]4[CH:31]=[CH:32][C:24]([C:21]5[CH:22]=[CH:23][C:18]([F:17])=[CH:19][CH:20]=5)=[N:25][CH:26]=4)=[CH:8][N:7]3[C:15]=2[CH3:16])[CH2:3][CH2:2]1. (5) Given the reactants [CH3:1][C:2]1[N:29]=[C:5]2[NH:6][C:7](=[O:28])[C:8]([CH2:13][C:14]3[CH:19]=[CH:18][C:17]([C:20]4[C:21]([C:26]#[N:27])=[CH:22][CH:23]=[CH:24][CH:25]=4)=[CH:16][CH:15]=3)=[C:9]([CH2:10][CH2:11][CH3:12])[N:4]2[N:3]=1.I[CH:31]([CH3:33])[CH3:32].C(=O)([O-])[O-].[K+].[K+].CN(C)C(=O)C, predict the reaction product. The product is: [CH3:1][C:2]1[N:29]=[C:5]2[N:6]([CH:31]([CH3:33])[CH3:32])[C:7](=[O:28])[C:8]([CH2:13][C:14]3[CH:19]=[CH:18][C:17]([C:20]4[C:21]([C:26]#[N:27])=[CH:22][CH:23]=[CH:24][CH:25]=4)=[CH:16][CH:15]=3)=[C:9]([CH2:10][CH2:11][CH3:12])[N:4]2[N:3]=1. (6) Given the reactants [F:1][C:2]([F:40])([F:39])[C:3]([CH2:35][N+:36]([O-])=O)([C:26]1[CH:31]=[C:30]([Cl:32])[C:29]([Cl:33])=[C:28]([Cl:34])[CH:27]=1)[CH2:4][C:5]([C:7]1[CH:8]=[C:9]2[C:13](=[CH:14][CH:15]=1)[C:12]1([CH2:18][N:17]([C:19]([O:21][C:22]([CH3:25])([CH3:24])[CH3:23])=[O:20])[CH2:16]1)[O:11][CH2:10]2)=O, predict the reaction product. The product is: [Cl:34][C:28]1[CH:27]=[C:26]([C:3]2([C:2]([F:40])([F:39])[F:1])[CH2:4][C:5]([C:7]3[CH:8]=[C:9]4[C:13](=[CH:14][CH:15]=3)[C:12]3([CH2:16][N:17]([C:19]([O:21][C:22]([CH3:25])([CH3:23])[CH3:24])=[O:20])[CH2:18]3)[O:11][CH2:10]4)=[N:36][CH2:35]2)[CH:31]=[C:30]([Cl:32])[C:29]=1[Cl:33]. (7) Given the reactants Br[C:2]1[S:17][C:5]2[N:6]=[C:7]([C:11]3[CH:16]=[CH:15][CH:14]=[CH:13][CH:12]=3)[N:8]=[C:9]([NH2:10])[C:4]=2[CH:3]=1.[CH2:18]([C:25]1SC2N=C(C3C=CC=CC=3)N=C(N)C=2C=1)[C:19]1[CH:24]=[CH:23][CH:22]=[CH:21][CH:20]=1.C1(/C=C/B(O)O)C=CC=CC=1.C([O-])([O-])=O.[K+].[K+], predict the reaction product. The product is: [C:11]1([C:7]2[N:8]=[C:9]([NH2:10])[C:4]3[CH:3]=[C:2]([CH:25]=[CH:18][C:19]4[CH:24]=[CH:23][CH:22]=[CH:21][CH:20]=4)[S:17][C:5]=3[N:6]=2)[CH:16]=[CH:15][CH:14]=[CH:13][CH:12]=1. (8) Given the reactants F[C:2]1[CH:7]=[CH:6][CH:5]=[CH:4][C:3]=1[CH:8]1[CH2:13][CH2:12][CH2:11][N:10]([C:14]([C:16]2[CH:21]=[CH:20][N:19]=[C:18]([N:22]([CH3:24])[CH3:23])[CH:17]=2)=[O:15])[CH2:9]1.CN(C)C1C=C(C=CN=1)C(O)=O.Cl.[Cl:38]C1C=CC=CC=1C1CCCNC1, predict the reaction product. The product is: [Cl:38][C:2]1[CH:7]=[CH:6][CH:5]=[CH:4][C:3]=1[CH:8]1[CH2:13][CH2:12][CH2:11][N:10]([C:14]([C:16]2[CH:21]=[CH:20][N:19]=[C:18]([N:22]([CH3:24])[CH3:23])[CH:17]=2)=[O:15])[CH2:9]1. (9) Given the reactants [C:1]([O:5][C:6]([NH:8][C@H:9]([CH2:13][CH3:14])[C:10]([OH:12])=O)=[O:7])([CH3:4])([CH3:3])[CH3:2].F[P-](F)(F)(F)(F)F.CN(C(=[N+](C)C)ON1C2=NC=CC=C2N=N1)C.[CH3:39][C:40]1([CH3:57])[C:48]2[C:43](=[CH:44][CH:45]=[C:46]([O:49][C:50]3[N:55]=[CH:54][C:53]([NH2:56])=[CH:52][CH:51]=3)[CH:47]=2)[CH2:42][O:41]1, predict the reaction product. The product is: [CH3:39][C:40]1([CH3:57])[C:48]2[C:43](=[CH:44][CH:45]=[C:46]([O:49][C:50]3[N:55]=[CH:54][C:53]([NH:56][C:10]([C@H:9]([NH:8][C:6](=[O:7])[O:5][C:1]([CH3:2])([CH3:3])[CH3:4])[CH2:13][CH3:14])=[O:12])=[CH:52][CH:51]=3)[CH:47]=2)[CH2:42][O:41]1. (10) Given the reactants [F:1][C:2]1[CH:3]=[C:4]([C:8]2[CH:9]=[C:10]([CH2:15][NH:16][C:17]3[C:18]([CH3:32])=[C:19]([CH:28]=[CH:29][C:30]=3[CH3:31])[O:20][CH2:21][C:22]([O:24]C(C)C)=[O:23])[CH:11]=[C:12]([OH:14])[CH:13]=2)[CH:5]=[CH:6][CH:7]=1.[OH-].[Na+], predict the reaction product. The product is: [F:1][C:2]1[CH:3]=[C:4]([C:8]2[CH:9]=[C:10]([CH2:15][NH:16][C:17]3[C:18]([CH3:32])=[C:19]([CH:28]=[CH:29][C:30]=3[CH3:31])[O:20][CH2:21][C:22]([OH:24])=[O:23])[CH:11]=[C:12]([OH:14])[CH:13]=2)[CH:5]=[CH:6][CH:7]=1.